Dataset: Forward reaction prediction with 1.9M reactions from USPTO patents (1976-2016). Task: Predict the product of the given reaction. (1) Given the reactants [C:1]1([C@H:11]([NH:13][CH:14]2[CH2:17][CH:16]([C:18]([OH:20])=O)[CH2:15]2)[CH3:12])[C:10]2[C:5](=[CH:6][CH:7]=[CH:8][CH:9]=2)[CH:4]=[CH:3][CH:2]=1.[CH3:21][NH:22][CH3:23].Cl, predict the reaction product. The product is: [CH3:21][N:22]([CH3:23])[C:18]([CH:16]1[CH2:17][CH:14]([NH:13][C@@H:11]([C:1]2[C:10]3[C:5](=[CH:6][CH:7]=[CH:8][CH:9]=3)[CH:4]=[CH:3][CH:2]=2)[CH3:12])[CH2:15]1)=[O:20]. (2) Given the reactants [CH3:1][C:2]1([CH3:17])[C:11]2[C:6](=[CH:7][C:8]([O:12][CH2:13]C(O)=O)=[CH:9][CH:10]=2)[O:5][CH2:4][CH2:3]1.[Cl-].ClC1N(C)CC[NH+]1C.Cl.NCC1C=CC(NS(C)(=O)=[O:38])=C(F)C=1, predict the reaction product. The product is: [CH3:13][O:12][C:8]1[CH:7]=[C:6]2[C:11]([C:2]([CH3:17])([CH3:1])[CH2:3][C:4](=[O:38])[O:5]2)=[CH:10][CH:9]=1. (3) The product is: [Br:1][C:2]1[CH:11]=[CH:10][CH:9]=[C:8]2[C:3]=1[CH:4]=[CH:5][C:6]([C:12]#[N:20])=[CH:7]2. Given the reactants [Br:1][C:2]1[CH:11]=[CH:10][CH:9]=[C:8]2[C:3]=1[CH:4]=[CH:5][C:6]([C:12](O)=O)=[CH:7]2.CS(Cl)(=O)=O.[N:20]1C=CC=CC=1, predict the reaction product. (4) Given the reactants [CH3:1][O:2][C:3]([C@@H:5]1[CH2:10][CH2:9][C@@H:8]([OH:11])[CH2:7][C@H:6]1[C:12]([O:14][CH2:15][C:16]1[CH:21]=[CH:20][CH:19]=[CH:18][CH:17]=1)=[O:13])=[O:4].[CH3:22][C:23]([Si:26](Cl)([C:33]1[CH:38]=[CH:37][CH:36]=[CH:35][CH:34]=1)[C:27]1[CH:32]=[CH:31][CH:30]=[CH:29][CH:28]=1)([CH3:25])[CH3:24].N1C=CN=C1, predict the reaction product. The product is: [CH3:1][O:2][C:3]([C@@H:5]1[CH2:10][CH2:9][C@@H:8]([O:11][Si:26]([C:23]([CH3:25])([CH3:24])[CH3:22])([C:33]2[CH:34]=[CH:35][CH:36]=[CH:37][CH:38]=2)[C:27]2[CH:32]=[CH:31][CH:30]=[CH:29][CH:28]=2)[CH2:7][C@H:6]1[C:12]([O:14][CH2:15][C:16]1[CH:17]=[CH:18][CH:19]=[CH:20][CH:21]=1)=[O:13])=[O:4]. (5) Given the reactants [CH3:1][O:2][C:3]1[CH:4]=[C:5]([CH:35]=[CH:36][C:37]=1[C:38]([CH3:41])([CH3:40])[CH3:39])[C:6]([N:8]1[C@@H:12]([C:13]2[S:14][C:15](C)=[CH:16][N:17]=2)[C@@H:11]([CH2:19][O:20][CH3:21])[CH2:10][C@@:9]1([CH2:29][C:30]1[N:31]=[CH:32][S:33][CH:34]=1)[C:22]([O:24][C:25]([CH3:28])([CH3:27])[CH3:26])=[O:23])=[O:7].OC[C@@H]1[C@H](C2SC=CN=2)N(C(=O)C2C=CC(C(C)(C)C)=C(OC)C=2)[C@](CC2N=CSC=2)(C(OC(C)(C)C)=O)C1, predict the reaction product. The product is: [CH3:1][O:2][C:3]1[CH:4]=[C:5]([CH:35]=[CH:36][C:37]=1[C:38]([CH3:41])([CH3:40])[CH3:39])[C:6]([N:8]1[C@@H:12]([C:13]2[S:14][CH:15]=[CH:16][N:17]=2)[C@@H:11]([CH2:19][O:20][CH3:21])[CH2:10][C@@:9]1([CH2:29][C:30]1[N:31]=[CH:32][S:33][CH:34]=1)[C:22]([O:24][C:25]([CH3:27])([CH3:26])[CH3:28])=[O:23])=[O:7]. (6) Given the reactants [CH2:1]([O:8][C:9]1[CH:14]=[CH:13][C:12]([C:15](=O)[CH3:16])=[CH:11][C:10]=1[CH3:18])[C:2]1[CH:7]=[CH:6][CH:5]=[CH:4][CH:3]=1.N1CCOCC1.[S].[OH-:26].[K+].Cl.[OH2:29], predict the reaction product. The product is: [CH2:1]([O:8][C:9]1[CH:14]=[CH:13][C:12]([CH2:15][C:16]([OH:29])=[O:26])=[CH:11][C:10]=1[CH3:18])[C:2]1[CH:7]=[CH:6][CH:5]=[CH:4][CH:3]=1.